This data is from Reaction yield outcomes from USPTO patents with 853,638 reactions. The task is: Predict the reaction yield, written as a fraction of the theoretical maximum amount of product (1.0 means a 100% yield; for example, 0.34 means a 34% yield). (1) The yield is 0.800. The catalyst is O1CCCC1. The product is [CH3:1][O:2][C:3]1[CH:4]=[C:5]2[C:10](=[CH:11][C:12]=1[O:13][CH3:14])[N:9]=[CH:8][CH:7]=[C:6]2[O:15][C:16]1[C:21]([CH3:22])=[CH:20][C:19]([NH:23][CH2:24][CH2:25][CH2:26][O:27][C:28]2[CH:33]=[CH:32][CH:31]=[CH:30][C:29]=2[CH3:34])=[C:18]([CH3:36])[CH:17]=1. The reactants are [CH3:1][O:2][C:3]1[CH:4]=[C:5]2[C:10](=[CH:11][C:12]=1[O:13][CH3:14])[N:9]=[CH:8][CH:7]=[C:6]2[O:15][C:16]1[C:21]([CH3:22])=[CH:20][C:19]([NH:23][C:24](=O)[CH2:25][CH2:26][O:27][C:28]2[CH:33]=[CH:32][CH:31]=[CH:30][C:29]=2[CH3:34])=[C:18]([CH3:36])[CH:17]=1.Cl.[OH-].[Na+]. (2) The reactants are Cl[C:2]1[N:7]=[CH:6][C:5]([O:8][C:9]2[CH:14]=[CH:13][C:12]([S:15]([NH:18][C:19]3[N:20]=[CH:21][S:22][CH:23]=3)(=[O:17])=[O:16])=[CH:11][C:10]=2[C:24]#[N:25])=[C:4]([C:26]2[CH:27]=[N:28][NH:29][CH:30]=2)[CH:3]=1.[F:31][C:32]1[CH:33]=[C:34](B(O)O)[CH:35]=[CH:36][CH:37]=1.C([O-])([O-])=O.[K+].[K+].O. The catalyst is O1CCOCC1.C1C=CC([P]([Pd]([P](C2C=CC=CC=2)(C2C=CC=CC=2)C2C=CC=CC=2)([P](C2C=CC=CC=2)(C2C=CC=CC=2)C2C=CC=CC=2)[P](C2C=CC=CC=2)(C2C=CC=CC=2)C2C=CC=CC=2)(C2C=CC=CC=2)C2C=CC=CC=2)=CC=1. The product is [C:24]([C:10]1[CH:11]=[C:12]([S:15]([NH:18][C:19]2[N:20]=[CH:21][S:22][CH:23]=2)(=[O:17])=[O:16])[CH:13]=[CH:14][C:9]=1[O:8][C:5]1[CH:6]=[N:7][C:2]([C:36]2[CH:35]=[CH:34][CH:33]=[C:32]([F:31])[CH:37]=2)=[CH:3][C:4]=1[C:26]1[CH:27]=[N:28][NH:29][CH:30]=1)#[N:25]. The yield is 0.319. (3) The reactants are [F:1][C:2]([F:27])([F:26])[C:3]1[CH:4]=[C:5]([CH:19]=[C:20]([C:22]([F:25])([F:24])[F:23])[CH:21]=1)[CH2:6][NH:7][C:8]1[CH:13]=[CH:12][CH:11]=[C:10]([CH:14]2[O:18][CH2:17][CH2:16][O:15]2)[CH:9]=1.[H-].[Na+].[CH3:30]I.[NH4+].[Cl-]. The catalyst is CN(C=O)C. The product is [F:25][C:22]([F:23])([F:24])[C:20]1[CH:19]=[C:5]([CH:4]=[C:3]([C:2]([F:1])([F:26])[F:27])[CH:21]=1)[CH2:6][N:7]([C:8]1[CH:13]=[CH:12][CH:11]=[C:10]([CH:14]2[O:15][CH2:16][CH2:17][O:18]2)[CH:9]=1)[CH3:30]. The yield is 0.420. (4) The reactants are [NH2:1][C:2]1[CH:7]=[CH:6][C:5]([N:8]2[C:14](=[O:15])[CH2:13][C:12](=[O:16])[NH:11][C:10]3[C:17]4[CH2:18][CH2:19][CH2:20][CH2:21][C:22]=4[CH:23]=[CH:24][C:9]2=3)=[CH:4][CH:3]=1.[Cl:25][C:26]1[CH:36]=[CH:35][CH:34]=[C:33]([Cl:37])[C:27]=1[CH2:28][S:29](Cl)(=[O:31])=[O:30]. No catalyst specified. The product is [Cl:25][C:26]1[CH:36]=[CH:35][CH:34]=[C:33]([Cl:37])[C:27]=1[CH2:28][S:29]([NH:1][C:2]1[CH:3]=[CH:4][C:5]([N:8]2[C:14](=[O:15])[CH2:13][C:12](=[O:16])[NH:11][C:10]3[C:17]4[CH2:18][CH2:19][CH2:20][CH2:21][C:22]=4[CH:23]=[CH:24][C:9]2=3)=[CH:6][CH:7]=1)(=[O:31])=[O:30]. The yield is 0.290. (5) The reactants are [CH2:1]([N:8]1[CH:12]=[C:11]([CH3:13])[C:10]([C:14]2[CH:19]=[CH:18][C:17]([F:20])=[CH:16][CH:15]=2)=[C:9]1[C:21]([O:23]CC)=[O:22])[C:2]1[CH:7]=[CH:6][CH:5]=[CH:4][CH:3]=1.CCCC[N+](CCCC)(CCCC)CCCC.[F-].Cl. The catalyst is [OH-].[Na+]. The product is [CH2:1]([N:8]1[CH:12]=[C:11]([CH3:13])[C:10]([C:14]2[CH:19]=[CH:18][C:17]([F:20])=[CH:16][CH:15]=2)=[C:9]1[C:21]([OH:23])=[O:22])[C:2]1[CH:7]=[CH:6][CH:5]=[CH:4][CH:3]=1. The yield is 0.840. (6) The reactants are [CH2:1]([O:3][C:4]([CH2:6][NH:7][C:8]([C:10]([NH:12][CH2:13][CH:14]([OH:16])[CH3:15])=[O:11])=[O:9])=[O:5])[CH3:2].Br([O-])(=O)=O.[Na+]. The yield is 0.920. The product is [CH2:1]([O:3][C:4]([CH2:6][NH:7][C:8]([C:10]([NH:12][CH2:13][C:14](=[O:16])[CH3:15])=[O:11])=[O:9])=[O:5])[CH3:2]. The catalyst is O.C(OCC)(=O)C.[Cl-].[Na+].O.O.[Ru](Cl)(Cl)Cl. (7) The reactants are Cl.Cl.[F:3][C:4]1[CH:9]=[CH:8][CH:7]=[C:6]([F:10])[C:5]=1[C:11]1[O:12][C:13]([C:19]2[CH:20]=[N:21][C:22]([N:25]3[CH2:30][CH2:29][NH:28][CH2:27][CH2:26]3)=[CH:23][CH:24]=2)=[C:14]([C:16]([NH2:18])=[O:17])[N:15]=1.C(N(CC)CC)C.[CH3:38][N:39]=[C:40]=[O:41]. The catalyst is C(Cl)Cl. The product is [C:16]([C:14]1[N:15]=[C:11]([C:5]2[C:6]([F:10])=[CH:7][CH:8]=[CH:9][C:4]=2[F:3])[O:12][C:13]=1[C:19]1[CH:24]=[CH:23][C:22]([N:25]2[CH2:26][CH2:27][N:28]([C:40]([NH:39][CH3:38])=[O:41])[CH2:29][CH2:30]2)=[N:21][CH:20]=1)(=[O:17])[NH2:18]. The yield is 0.100. (8) The reactants are [NH2:1][C:2]1[NH:6][CH:5]=[N:4][C:3]=1[C:7](N)=[O:8].[CH2:10]([OH:12])[CH3:11]. The catalyst is CS(O)(=O)=O. The product is [CH2:10]([O:12][C:7]([C:3]1[N:4]=[CH:5][NH:6][C:2]=1[NH2:1])=[O:8])[CH3:11]. The yield is 0.450. (9) The reactants are [Cl:1][C:2]1[C:3](Cl)=[N:4][CH:5]=[C:6]([CH:16]=1)[C:7]([N:9]([CH2:11][CH2:12][N:13]([CH3:15])[CH3:14])[CH3:10])=[O:8].CC(C)([O-])C.[K+].CN(C)C(=O)C.[CH3:30][N:31]1[CH:35]=[CH:34][C:33]([NH:36][C:37]2[C:46]3[C:41](=[CH:42][CH:43]=[C:44]([OH:47])[CH:45]=3)[N:40]=[CH:39][N:38]=2)=[N:32]1. The catalyst is O. The product is [Cl:1][C:2]1[C:3]([O:47][C:44]2[CH:45]=[C:46]3[C:41](=[CH:42][CH:43]=2)[N:40]=[CH:39][N:38]=[C:37]3[NH:36][C:33]2[CH:34]=[CH:35][N:31]([CH3:30])[N:32]=2)=[N:4][CH:5]=[C:6]([CH:16]=1)[C:7]([N:9]([CH2:11][CH2:12][N:13]([CH3:15])[CH3:14])[CH3:10])=[O:8]. The yield is 0.250.